This data is from Forward reaction prediction with 1.9M reactions from USPTO patents (1976-2016). The task is: Predict the product of the given reaction. (1) Given the reactants [O:1]=[C:2]([CH:10]1[CH2:15][CH2:14][CH:13]([O:16][CH:17]2[CH2:22][CH2:21][CH2:20][CH2:19][O:18]2)[CH2:12][CH2:11]1)[CH2:3]P(=O)(OC)OC.C(=O)([O-])[O-].[K+].[K+].[Br:29][C:30]1[CH:37]=[CH:36][C:33]([CH:34]=O)=[CH:32][CH:31]=1, predict the reaction product. The product is: [Br:29][C:30]1[CH:37]=[CH:36][C:33](/[CH:34]=[CH:3]/[C:2]([C@H:10]2[CH2:11][CH2:12][C@H:13]([O:16][CH:17]3[CH2:22][CH2:21][CH2:20][CH2:19][O:18]3)[CH2:14][CH2:15]2)=[O:1])=[CH:32][CH:31]=1. (2) Given the reactants [Cl:1][C:2]1[CH:11]=[C:10]([Cl:12])[CH:9]=[C:8]2[C:3]=1[C:4](=[O:23])[C:5]([C:15]1[CH:20]=[CH:19][C:18]([O:21]C)=[CH:17][CH:16]=1)([CH3:14])[C:6](=[O:13])[NH:7]2.B(Br)(Br)Br.Cl, predict the reaction product. The product is: [Cl:1][C:2]1[CH:11]=[C:10]([Cl:12])[CH:9]=[C:8]2[C:3]=1[C:4](=[O:23])[C:5]([C:15]1[CH:16]=[CH:17][C:18]([OH:21])=[CH:19][CH:20]=1)([CH3:14])[C:6](=[O:13])[NH:7]2. (3) Given the reactants [Cl:1][C:2]1[CH:3]=[CH:4][C:5]2[NH:11][C:10](=[O:12])[C@@H:9]([CH2:13][C:14]([OH:16])=[O:15])[S:8][C@H:7]([C:17]3[CH:22]=[CH:21][CH:20]=[CH:19][C:18]=3Cl)[C:6]=2[CH:24]=1.I[CH:26]([CH3:28])[CH3:27].[C:29](=O)([O-])[O-:30].[K+].[K+], predict the reaction product. The product is: [Cl:1][C:2]1[CH:3]=[CH:4][C:5]2[NH:11][C:10](=[O:12])[C@@H:9]([CH2:13][C:14]([O:16][CH:26]([CH3:28])[CH3:27])=[O:15])[S:8][C@H:7]([C:17]3[CH:22]=[CH:21][CH:20]=[CH:19][C:18]=3[O:30][CH3:29])[C:6]=2[CH:24]=1. (4) Given the reactants [CH2:1]([O:3][C:4](=[O:34])[C:5]([OH:33])([CH3:32])[CH2:6][C:7]1[CH:12]=[CH:11][C:10]([O:13][CH2:14][CH2:15][CH:16]2[CH2:20][N:19]([CH2:21][C:22]3[CH:27]=[CH:26][C:25]([O:28][CH3:29])=[CH:24][CH:23]=3)[C:18](=[O:30])[N:17]2[CH3:31])=[CH:9][CH:8]=1)[CH3:2].[H-].[Na+].I[CH2:38][CH2:39][CH2:40][CH3:41].C1OCCOCCOCCOCCOCCOC1, predict the reaction product. The product is: [CH2:1]([O:3][C:4](=[O:34])[C:5]([O:33][CH2:38][CH2:39][CH2:40][CH3:41])([CH3:32])[CH2:6][C:7]1[CH:8]=[CH:9][C:10]([O:13][CH2:14][CH2:15][CH:16]2[CH2:20][N:19]([CH2:21][C:22]3[CH:23]=[CH:24][C:25]([O:28][CH3:29])=[CH:26][CH:27]=3)[C:18](=[O:30])[N:17]2[CH3:31])=[CH:11][CH:12]=1)[CH3:2]. (5) The product is: [CH3:28][O:27][C:23]1[CH:22]=[C:20]([NH:21][C:2]2[CH:7]=[N:6][CH:5]=[C:4]([O:8][C:9]3[CH:14]=[CH:13][CH:12]=[CH:11][C:10]=3[F:15])[N:3]=2)[CH:19]=[C:18]([O:17][CH3:16])[C:24]=1[O:25][CH3:26]. Given the reactants Cl[C:2]1[CH:7]=[N:6][CH:5]=[C:4]([O:8][C:9]2[CH:14]=[CH:13][CH:12]=[CH:11][C:10]=2[F:15])[N:3]=1.[CH3:16][O:17][C:18]1[CH:19]=[C:20]([CH:22]=[C:23]([O:27][CH3:28])[C:24]=1[O:25][CH3:26])[NH2:21], predict the reaction product. (6) The product is: [Br:1][C:2]1[CH:3]=[CH:4][C:5]([O:11][CH2:12][C:13]2[CH:18]=[CH:17][CH:16]=[CH:15][CH:14]=2)=[C:6]([CH:10]=1)[C:7]([NH:29][C:28]1[CH:20]=[N:21][CH:24]=[N:26][CH:27]=1)=[O:9]. Given the reactants [Br:1][C:2]1[CH:3]=[CH:4][C:5]([O:11][CH2:12][C:13]2[CH:18]=[CH:17][CH:16]=[CH:15][CH:14]=2)=[C:6]([CH:10]=1)[C:7]([OH:9])=O.C1N=C[N:21]([C:24]([N:26]2C=[N:29][CH:28]=[CH:27]2)=O)[CH:20]=1.N1C=C(N)C=NC=1, predict the reaction product. (7) Given the reactants [NH:1]1[C:10]2[C:5](=[CH:6][CH:7]=[CH:8][CH:9]=2)[N:4]=[CH:3][C:2]1=[O:11].[Br:12]Br, predict the reaction product. The product is: [Br:12][C:7]1[CH:6]=[C:5]2[C:10](=[CH:9][CH:8]=1)[NH:1][C:2](=[O:11])[CH:3]=[N:4]2. (8) Given the reactants [Cl:1][C:2]1[N:7]=[CH:6][C:5]([CH:8]([C:10]2[CH:15]=[CH:14][CH:13]=[CH:12][CH:11]=2)[OH:9])=[CH:4][CH:3]=1.[C:16](OC(=O)C)(=[O:18])[CH3:17], predict the reaction product. The product is: [Cl:1][C:2]1[N:7]=[CH:6][C:5]([CH:8]([O:9][C:16](=[O:18])[CH3:17])[C:10]2[CH:11]=[CH:12][CH:13]=[CH:14][CH:15]=2)=[CH:4][CH:3]=1. (9) Given the reactants [Br:1][C:2]1[CH:27]=[CH:26][C:5]2[N:6]=[C:7]([NH:16][C:17]3[C:22]([Cl:23])=[CH:21][C:20](I)=[CH:19][C:18]=3[Cl:25])[C:8]3[C:13]([C:4]=2[CH:3]=1)=[C:12]([O:14][CH3:15])[N:11]=[CH:10][CH:9]=3.[NH:28]1[C:32](B(O)O)=[CH:31][CH:30]=[N:29]1.C(=O)([O-])[O-].[Na+].[Na+], predict the reaction product. The product is: [Br:1][C:2]1[CH:27]=[CH:26][C:5]2[N:6]=[C:7]([NH:16][C:17]3[C:22]([Cl:23])=[CH:21][C:20]([C:30]4[NH:29][N:28]=[CH:32][CH:31]=4)=[CH:19][C:18]=3[Cl:25])[C:8]3[C:13]([C:4]=2[CH:3]=1)=[C:12]([O:14][CH3:15])[N:11]=[CH:10][CH:9]=3.